The task is: Binary Classification. Given a T-cell receptor sequence (or CDR3 region) and an epitope sequence, predict whether binding occurs between them.. This data is from TCR-epitope binding with 47,182 pairs between 192 epitopes and 23,139 TCRs. (1) Result: 1 (the TCR binds to the epitope). The epitope is GILGFVFTL. The TCR CDR3 sequence is CASSTSGGGTEAFF. (2) The epitope is FVDGVPFVV. The TCR CDR3 sequence is CASSDLAGTSGTNTYEQYF. Result: 0 (the TCR does not bind to the epitope). (3) The epitope is PROT_97E67BCC. The TCR CDR3 sequence is CASSDRTTCGYTF. Result: 1 (the TCR binds to the epitope). (4) The epitope is YLNTLTLAV. Result: 1 (the TCR binds to the epitope). The TCR CDR3 sequence is CASSYQDPAVETQYF. (5) The epitope is KRWIILGLNK. The TCR CDR3 sequence is CATSETGELFF. Result: 1 (the TCR binds to the epitope). (6) The epitope is LLLGIGILV. The TCR CDR3 sequence is CASSYGLAGGGEQFF. Result: 1 (the TCR binds to the epitope).